From a dataset of Peptide-MHC class II binding affinity with 134,281 pairs from IEDB. Regression. Given a peptide amino acid sequence and an MHC pseudo amino acid sequence, predict their binding affinity value. This is MHC class II binding data. (1) The MHC is DRB1_0101 with pseudo-sequence DRB1_0101. The binding affinity (normalized) is 0.340. The peptide sequence is LIDDVLAILPLDDLK. (2) The peptide sequence is APQIVRGASEDVRKQPYNLTIAWFRMGG. The MHC is DRB1_1501 with pseudo-sequence DRB1_1501. The binding affinity (normalized) is 0.703. (3) The peptide sequence is RMMEYGTTMVSYQPL. The MHC is HLA-DQA10501-DQB10201 with pseudo-sequence HLA-DQA10501-DQB10201. The binding affinity (normalized) is 0.449. (4) The peptide sequence is AAVELARALVRAVAE. The MHC is DRB1_1501 with pseudo-sequence DRB1_1501. The binding affinity (normalized) is 0.554. (5) The peptide sequence is SSKVTITDTTIGTGD. The MHC is HLA-DPA10103-DPB10201 with pseudo-sequence HLA-DPA10103-DPB10201. The binding affinity (normalized) is 0.0351. (6) The peptide sequence is HKGVERPMFKHDLMM. The MHC is DRB1_0101 with pseudo-sequence DRB1_0101. The binding affinity (normalized) is 0.442. (7) The peptide sequence is LLNLLCDLFKKHDDA. The MHC is DRB1_0101 with pseudo-sequence DRB1_0101. The binding affinity (normalized) is 0.781. (8) The peptide sequence is LVDEERKLHQQGRCR. The MHC is DRB1_0404 with pseudo-sequence DRB1_0404. The binding affinity (normalized) is 0.304. (9) The peptide sequence is YASDVETAEGGEIHE. The MHC is HLA-DQA10102-DQB10602 with pseudo-sequence HLA-DQA10102-DQB10602. The binding affinity (normalized) is 0.296.